From a dataset of Reaction yield outcomes from USPTO patents with 853,638 reactions. Predict the reaction yield, written as a fraction of the theoretical maximum amount of product (1.0 means a 100% yield; for example, 0.34 means a 34% yield). (1) The reactants are [CH3:1][O:2][C:3]([C:5]1[CH:10]=[CH:9][CH:8]=[CH:7][C:6]=1[B:11]([OH:13])[OH:12])=[O:4].[CH2:14]([N:18]([CH2:22][CH2:23]O)[CH2:19][CH2:20]O)[CH2:15][CH2:16][CH3:17]. The catalyst is C1(C)C=CC=CC=1. The product is [CH3:1][O:2][C:3]([C:5]1[CH:10]=[CH:9][CH:8]=[CH:7][C:6]=1[B:11]1[O:13][CH2:23][CH2:22][N:18]([CH2:14][CH2:15][CH2:16][CH3:17])[CH2:19][CH2:20][O:12]1)=[O:4]. The yield is 0.981. (2) The reactants are [CH3:1][O:2][C:3]1[CH:8]=[CH:7][CH:6]=[CH:5][C:4]=1[CH2:9][C:10]([O:12][CH3:13])=[O:11].C1COCC1.C([N-]C(C)C)(C)C.[Li+].[CH2:27](Br)[C:28]1[CH:33]=[CH:32][CH:31]=[CH:30][CH:29]=1. The catalyst is CCCCCCC.C1COCC1. The product is [CH3:1][O:2][C:3]1[CH:8]=[CH:7][CH:6]=[CH:5][C:4]=1[CH:9]([CH2:27][C:28]1[CH:33]=[CH:32][CH:31]=[CH:30][CH:29]=1)[C:10]([O:12][CH3:13])=[O:11]. The yield is 0.350. (3) The yield is 0.430. The reactants are [CH2:1]([N:8]1[CH2:13][CH2:12][O:11][CH:10]([C:14]2[N:22]3[C:17]([C:18]([NH2:23])=[N:19][CH:20]=[N:21]3)=[C:16](Br)[CH:15]=2)[CH2:9]1)[C:2]1[CH:7]=[CH:6][CH:5]=[CH:4][CH:3]=1.[CH2:25]([N:32]1[CH:40]=[C:39]2[C:34]([CH:35]=[C:36](B3OC(C)(C)C(C)(C)O3)[CH:37]=[CH:38]2)=[N:33]1)[C:26]1[CH:31]=[CH:30][CH:29]=[CH:28][CH:27]=1.[O-]P([O-])([O-])=O.[K+].[K+].[K+].O. The catalyst is CN(C=O)C.C1C=CC([P]([Pd]([P](C2C=CC=CC=2)(C2C=CC=CC=2)C2C=CC=CC=2)([P](C2C=CC=CC=2)(C2C=CC=CC=2)C2C=CC=CC=2)[P](C2C=CC=CC=2)(C2C=CC=CC=2)C2C=CC=CC=2)(C2C=CC=CC=2)C2C=CC=CC=2)=CC=1. The product is [CH2:25]([N:32]1[CH:40]=[C:39]2[C:34]([CH:35]=[C:36]([C:16]3[CH:15]=[C:14]([CH:10]4[O:11][CH2:12][CH2:13][N:8]([CH2:1][C:2]5[CH:7]=[CH:6][CH:5]=[CH:4][CH:3]=5)[CH2:9]4)[N:22]4[C:17]=3[C:18]([NH2:23])=[N:19][CH:20]=[N:21]4)[CH:37]=[CH:38]2)=[N:33]1)[C:26]1[CH:31]=[CH:30][CH:29]=[CH:28][CH:27]=1. (4) The reactants are [C:1]1([CH:6]=[C:7]2[C:16](=O)[C:15]3[C:10](=[CH:11][C:12]([C:18]([O:20][CH3:21])=[O:19])=[CH:13][CH:14]=3)[O:9][CH2:8]2)[CH2:5][CH2:4][CH2:3][CH:2]=1.Cl.[NH:23]([C:25]1[CH:32]=[CH:31][C:28]([C:29]#[N:30])=[C:27]([CH3:33])[CH:26]=1)[NH2:24].C(OCC)(=O)C.CCCCCC. The catalyst is C(O)C. The product is [C:29]([C:28]1[CH:31]=[CH:32][C:25]([N:23]2[CH:6]([C:1]3[CH2:5][CH2:4][CH2:3][CH:2]=3)[CH:7]3[CH2:8][O:9][C:10]4[CH:11]=[C:12]([C:18]([O:20][CH3:21])=[O:19])[CH:13]=[CH:14][C:15]=4[C:16]3=[N:24]2)=[CH:26][C:27]=1[CH3:33])#[N:30]. The yield is 0.330. (5) The reactants are FC1C=CC(CN2C(=O)N(C3SC(C(OCC)=O)=C(C)C=3)C=N2)=CC=1.[CH3:26][C:27]1[CH:31]=[C:30]([N:32]2[C:36](=[O:37])[N:35]([CH2:38][C:39]3[CH:44]=[CH:43][C:42]([S:45]([CH3:48])(=[O:47])=[O:46])=[CH:41][CH:40]=3)[N:34]=[CH:33]2)[S:29][C:28]=1[C:49]([O:51]CC)=[O:50]. No catalyst specified. The product is [CH3:26][C:27]1[CH:31]=[C:30]([N:32]2[C:36](=[O:37])[N:35]([CH2:38][C:39]3[CH:40]=[CH:41][C:42]([S:45]([CH3:48])(=[O:46])=[O:47])=[CH:43][CH:44]=3)[N:34]=[CH:33]2)[S:29][C:28]=1[C:49]([OH:51])=[O:50]. The yield is 0.740. (6) The reactants are [F:1][C:2]([F:13])([F:12])[C:3]1[CH:8]=[CH:7][CH:6]=[C:5]([N:9]=[C:10]=[O:11])[CH:4]=1.[F:14][C:15]([F:24])([F:23])[C:16]1[CH:17]=[C:18]([CH:20]=[CH:21][CH:22]=1)[NH2:19]. The catalyst is ClCCl. The product is [F:1][C:2]([F:12])([F:13])[C:3]1[CH:4]=[C:5]([NH:9][C:10]([NH:19][C:18]2[CH:20]=[CH:21][CH:22]=[C:16]([C:15]([F:14])([F:23])[F:24])[CH:17]=2)=[O:11])[CH:6]=[CH:7][CH:8]=1. The yield is 0.970.